Dataset: NCI-60 drug combinations with 297,098 pairs across 59 cell lines. Task: Regression. Given two drug SMILES strings and cell line genomic features, predict the synergy score measuring deviation from expected non-interaction effect. (1) Drug 1: CC12CCC(CC1=CCC3C2CCC4(C3CC=C4C5=CN=CC=C5)C)O. Drug 2: CC1C(C(CC(O1)OC2CC(OC(C2O)C)OC3=CC4=CC5=C(C(=O)C(C(C5)C(C(=O)C(C(C)O)O)OC)OC6CC(C(C(O6)C)O)OC7CC(C(C(O7)C)O)OC8CC(C(C(O8)C)O)(C)O)C(=C4C(=C3C)O)O)O)O. Cell line: NCI-H226. Synergy scores: CSS=15.1, Synergy_ZIP=-0.535, Synergy_Bliss=3.85, Synergy_Loewe=2.79, Synergy_HSA=2.51. (2) Drug 1: C1=NC2=C(N=C(N=C2N1C3C(C(C(O3)CO)O)F)Cl)N. Drug 2: C(CN)CNCCSP(=O)(O)O. Cell line: SN12C. Synergy scores: CSS=36.8, Synergy_ZIP=0.607, Synergy_Bliss=2.04, Synergy_Loewe=-78.5, Synergy_HSA=2.58. (3) Drug 1: CNC(=O)C1=CC=CC=C1SC2=CC3=C(C=C2)C(=NN3)C=CC4=CC=CC=N4. Drug 2: CC1C(C(CC(O1)OC2CC(CC3=C2C(=C4C(=C3O)C(=O)C5=CC=CC=C5C4=O)O)(C(=O)C)O)N)O. Cell line: RXF 393. Synergy scores: CSS=40.5, Synergy_ZIP=-2.21, Synergy_Bliss=-2.65, Synergy_Loewe=-24.0, Synergy_HSA=-2.11. (4) Drug 1: CC1=CC2C(CCC3(C2CCC3(C(=O)C)OC(=O)C)C)C4(C1=CC(=O)CC4)C. Drug 2: CNC(=O)C1=NC=CC(=C1)OC2=CC=C(C=C2)NC(=O)NC3=CC(=C(C=C3)Cl)C(F)(F)F. Cell line: SF-539. Synergy scores: CSS=10.8, Synergy_ZIP=-6.32, Synergy_Bliss=-1.04, Synergy_Loewe=-16.9, Synergy_HSA=-1.05.